This data is from Catalyst prediction with 721,799 reactions and 888 catalyst types from USPTO. The task is: Predict which catalyst facilitates the given reaction. (1) Reactant: O[Li].O.[C:4]([C:8]1[CH:29]=[CH:28][CH:27]=[CH:26][C:9]=1[C:10]([NH:12][C@H:13]1[C:21]2[C:16](=[CH:17][CH:18]=[C:19]([C:22]([O:24]C)=[O:23])[CH:20]=2)[CH2:15][CH2:14]1)=[O:11])([CH3:7])([CH3:6])[CH3:5].OS([O-])(=O)=O.[K+]. Product: [C:4]([C:8]1[CH:29]=[CH:28][CH:27]=[CH:26][C:9]=1[C:10]([NH:12][C@H:13]1[C:21]2[C:16](=[CH:17][CH:18]=[C:19]([C:22]([OH:24])=[O:23])[CH:20]=2)[CH2:15][CH2:14]1)=[O:11])([CH3:7])([CH3:5])[CH3:6]. The catalyst class is: 799. (2) Reactant: C(Cl)(=O)C(Cl)=O.CS(C)=O.[Si:11]([O:28][CH2:29][CH2:30][CH2:31][CH2:32][OH:33])([C:24]([CH3:27])([CH3:26])[CH3:25])([C:18]1[CH:23]=[CH:22][CH:21]=[CH:20][CH:19]=1)[C:12]1[CH:17]=[CH:16][CH:15]=[CH:14][CH:13]=1.C(N(CC)CC)C. Product: [Si:11]([O:28][CH2:29][CH2:30][CH2:31][CH:32]=[O:33])([C:24]([CH3:26])([CH3:27])[CH3:25])([C:18]1[CH:19]=[CH:20][CH:21]=[CH:22][CH:23]=1)[C:12]1[CH:13]=[CH:14][CH:15]=[CH:16][CH:17]=1. The catalyst class is: 34. (3) Reactant: [C:1]([O:5][C:6](=[O:20])[NH:7][C:8]1[CH:13]=[C:12]([C:14]([CH3:17])([CH3:16])[CH3:15])[C:11]([SH:18])=[CH:10][C:9]=1[CH3:19])([CH3:4])([CH3:3])[CH3:2].[CH:21]([Li])(CC)C.CN(C=O)C. Product: [C:1]([O:5][C:6]([N:7]1[C:8]2[C:9](=[CH:10][C:11]([SH:18])=[C:12]([C:14]([CH3:17])([CH3:16])[CH3:15])[CH:13]=2)[CH:19]=[CH:21]1)=[O:20])([CH3:4])([CH3:3])[CH3:2]. The catalyst class is: 1. (4) Reactant: [CH3:1][N:2]1[C:11]2[CH:10]=[CH:9][CH:8]=[C:7]3[C@@H:12]4[CH2:17][N:16]([CH2:18][CH2:19][CH2:20][C:21]([C:23]5[CH:28]=[CH:27][C:26]([F:29])=[CH:25][CH:24]=5)=[O:22])[CH2:15][CH2:14][C@@H:13]4[N:5]([C:6]=23)[CH2:4][CH2:3]1.[CH2:30]([NH:36][C:37](=[O:41])[O:38][CH2:39]Cl)[CH2:31][CH2:32][CH2:33][CH2:34][CH3:35].[Na+].[I-]. Product: [CH:37]([O-:41])=[O:38].[F:29][C:26]1[CH:25]=[CH:24][C:23]([C:21](=[O:22])[CH2:20][CH2:19][CH2:18][N+:16]2([CH2:39][O:38][C:37](=[O:41])[NH:36][CH2:30][CH2:31][CH2:32][CH2:33][CH2:34][CH3:35])[CH2:15][CH2:14][C@@H:13]3[N:5]4[C:6]5[C:7]([C@@H:12]3[CH2:17]2)=[CH:8][CH:9]=[CH:10][C:11]=5[N:2]([CH3:1])[CH2:3][CH2:4]4)=[CH:28][CH:27]=1. The catalyst class is: 10. (5) Reactant: [CH3:1][O:2][CH2:3][CH2:4][CH2:5][O:6][C:7]1[CH:33]=[CH:32][CH:31]=[CH:30][C:8]=1[C:9]([NH:11][CH2:12][C@H:13]([CH:27]([CH3:29])[CH3:28])[CH2:14][C@H:15]([NH:19][C:20](=[O:26])[O:21][C:22]([CH3:25])([CH3:24])[CH3:23])[C@@H:16]1[CH2:18][O:17]1)=[O:10].[N-:34]=[N+:35]=[N-:36].[Na+].[Cl-].[NH4+]. Product: [N:34]([CH2:18][C@@H:16]([C@@H:15]([NH:19][C:20](=[O:26])[O:21][C:22]([CH3:23])([CH3:25])[CH3:24])[CH2:14][C@H:13]([CH2:12][NH:11][C:9](=[O:10])[C:8]1[CH:30]=[CH:31][CH:32]=[CH:33][C:7]=1[O:6][CH2:5][CH2:4][CH2:3][O:2][CH3:1])[CH:27]([CH3:29])[CH3:28])[OH:17])=[N+:35]=[N-:36]. The catalyst class is: 5.